This data is from Kir2.1 potassium channel HTS with 301,493 compounds. The task is: Binary Classification. Given a drug SMILES string, predict its activity (active/inactive) in a high-throughput screening assay against a specified biological target. (1) The drug is O(C(=O)C1CN(C(=O)C1)c1ccc(OCC)cc1)c1ccccc1. The result is 0 (inactive). (2) The compound is S(=O)(=O)(N(c1ccc(cc1)CC)C)c1cc2c([nH]cc(C(=O)NCCN3CCOCC3)c2=O)cc1. The result is 0 (inactive). (3) The drug is Brc1ccc(C=2N=c3n([nH]cn3)C(C2)c2occc2)cc1. The result is 0 (inactive). (4) The drug is o1c(C(=O)Nc2ccc(cc2)C(=O)Nc2cc(ccc2)C=C)ccc1. The result is 0 (inactive). (5) The compound is S=c1[nH]c2c(c(NCCCCCC(O)=O)n1)cccc2. The result is 0 (inactive).